This data is from Catalyst prediction with 721,799 reactions and 888 catalyst types from USPTO. The task is: Predict which catalyst facilitates the given reaction. (1) Reactant: F[B-](F)(F)F.[C:6]1(=[O:20])[N:10](OC(N(C)C)=[N+](C)C)[C:9](=[O:19])[CH2:8][CH2:7]1.[CH2:21]([O:24][C:25]1[CH:33]=[CH:32][CH:31]=[CH:30][C:26]=1[C:27]([OH:29])=[O:28])[C:22]#[CH:23].C(N(C(C)C)C(C)C)C. Product: [O:19]=[C:9]1[CH2:8][CH2:7][C:6](=[O:20])[N:10]1[O:28][C:27](=[O:29])[C:26]1[CH:30]=[CH:31][CH:32]=[CH:33][C:25]=1[O:24][CH2:21][C:22]#[CH:23]. The catalyst class is: 42. (2) Reactant: [N-:1]=[N+:2]=[N-:3].[Na+].[CH3:5][S:6]([O:9][CH2:10][CH2:11][O:12][CH2:13][CH2:14][O:15][CH2:16][CH2:17][O:18][CH2:19][CH2:20]OS(C)(=O)=O)(=[O:8])=[O:7].C(O)C. Product: [CH3:5][S:6]([O:9][CH2:10][CH2:11][O:12][CH2:13][CH2:14][O:15][CH2:16][CH2:17][O:18][CH2:19][CH2:20][N:1]=[N+:2]=[N-:3])(=[O:8])=[O:7]. The catalyst class is: 6. (3) Reactant: [C:1]([O:5][C:6]([N:8]1[CH2:13][CH2:12][CH:11]([CH2:14][NH:15][C:16]2[C:21]([C:22]([O:24]CC)=[O:23])=[CH:20][N:19]=[C:18]([Cl:27])[N:17]=2)[CH2:10][CH2:9]1)=[O:7])([CH3:4])([CH3:3])[CH3:2].[OH-].[Na+].Cl.O. Product: [C:1]([O:5][C:6]([N:8]1[CH2:13][CH2:12][CH:11]([CH2:14][NH:15][C:16]2[C:21]([C:22]([OH:24])=[O:23])=[CH:20][N:19]=[C:18]([Cl:27])[N:17]=2)[CH2:10][CH2:9]1)=[O:7])([CH3:4])([CH3:2])[CH3:3]. The catalyst class is: 49. (4) Reactant: [NH2:1][C:2]1[CH:7]=[CH:6][C:5]([S:8]([C:10]2[CH:11]=[C:12]([NH:16][S:17]([C:20]3[CH:25]=[CH:24][CH:23]=[CH:22][CH:21]=3)(=[O:19])=[O:18])[CH:13]=[CH:14][CH:15]=2)=[O:9])=[CH:4][C:3]=1[CH2:26][NH:27][CH2:28][CH2:29][CH3:30].[N:31]#[C:32]Br. Product: [NH2:31][C:32]1[N:27]([CH2:28][CH2:29][CH3:30])[CH2:26][C:3]2[C:2](=[CH:7][CH:6]=[C:5]([S:8]([C:10]3[CH:11]=[C:12]([NH:16][S:17]([C:20]4[CH:25]=[CH:24][CH:23]=[CH:22][CH:21]=4)(=[O:19])=[O:18])[CH:13]=[CH:14][CH:15]=3)=[O:9])[CH:4]=2)[N:1]=1. The catalyst class is: 8. (5) Reactant: [CH:1]1([N:7]2[C:12](=[O:13])[CH2:11][C:10](=[O:14])[N:9]([CH:15]3[CH2:20][CH2:19][CH2:18][CH2:17][CH2:16]3)[C:8]2=[O:21])[CH2:6][CH2:5][CH2:4][CH2:3][CH2:2]1.C(N(C(C)C)CC)(C)C.[N:31]([CH2:34][C:35]([O:37][CH2:38][CH3:39])=[O:36])=[C:32]=[O:33].Cl. Product: [CH:1]1([N:7]2[C:12]([OH:13])=[C:11]([C:32]([NH:31][CH2:34][C:35]([O:37][CH2:38][CH3:39])=[O:36])=[O:33])[C:10](=[O:14])[N:9]([CH:15]3[CH2:16][CH2:17][CH2:18][CH2:19][CH2:20]3)[C:8]2=[O:21])[CH2:2][CH2:3][CH2:4][CH2:5][CH2:6]1. The catalyst class is: 4. (6) Reactant: [Cl:1][C:2]1[CH:7]=[CH:6][CH:5]=[C:4]([Cl:8])[C:3]=1[CH2:9][C:10](Cl)=[O:11].[Cl:13][C:14]1[C:19]([NH2:20])=[C:18]([Cl:21])[N:17]=[CH:16][N:15]=1. Product: [Cl:1][C:2]1[CH:7]=[CH:6][CH:5]=[C:4]([Cl:8])[C:3]=1[CH2:9][C:10]([NH:20][C:19]1[C:14]([Cl:13])=[N:15][CH:16]=[N:17][C:18]=1[Cl:21])=[O:11]. The catalyst class is: 5. (7) Reactant: [CH2:1]([O:8][C:9]1[CH:19]=[C:18]([CH3:20])[C:12]([C:13]([O:15][CH2:16][CH3:17])=[O:14])=[C:11]([OH:21])[CH:10]=1)[C:2]1[CH:7]=[CH:6][CH:5]=[CH:4][CH:3]=1.C(=O)([O-])[O-].[K+].[K+].[CH3:28][O:29][CH2:30]Br.O. Product: [CH2:1]([O:8][C:9]1[CH:19]=[C:18]([CH3:20])[C:12]([C:13]([O:15][CH2:16][CH3:17])=[O:14])=[C:11]([O:21][CH2:28][O:29][CH3:30])[CH:10]=1)[C:2]1[CH:3]=[CH:4][CH:5]=[CH:6][CH:7]=1. The catalyst class is: 3. (8) Reactant: [F:1][C:2]1[CH:7]=[CH:6][C:5]([C:8]2[O:12][C:11]([CH2:13]O)=[N:10][CH:9]=2)=[CH:4][CH:3]=1.CCN(CC)CC.O=S(Cl)[Cl:24].C([O-])([O-])=O.[Na+].[Na+].[C:32]1([P:38]([C:45]2[CH:50]=[CH:49][CH:48]=[CH:47][CH:46]=2)[C:39]2[CH:44]=[CH:43][CH:42]=[CH:41][CH:40]=2)[CH:37]=[CH:36][CH:35]=[CH:34][CH:33]=1. Product: [Cl-:24].[F:1][C:2]1[CH:7]=[CH:6][C:5]([C:8]2[O:12][C:11]([CH2:13][P+:38]([C:39]3[CH:40]=[CH:41][CH:42]=[CH:43][CH:44]=3)([C:45]3[CH:50]=[CH:49][CH:48]=[CH:47][CH:46]=3)[C:32]3[CH:33]=[CH:34][CH:35]=[CH:36][CH:37]=3)=[N:10][CH:9]=2)=[CH:4][CH:3]=1. The catalyst class is: 2. (9) Reactant: Cl[C:2]1[N:3]=[N:4][C:5]([Cl:11])=[CH:6][C:7]=1[C:8]([OH:10])=[O:9].[CH2:12]([NH2:19])[C:13]1[CH:18]=[CH:17][CH:16]=[CH:15][CH:14]=1. Product: [CH2:12]([NH:19][C:2]1[N:3]=[N:4][C:5]([Cl:11])=[CH:6][C:7]=1[C:8]([OH:10])=[O:9])[C:13]1[CH:18]=[CH:17][CH:16]=[CH:15][CH:14]=1. The catalyst class is: 376.